Dataset: CYP2C9 substrate classification data from Carbon-Mangels et al.. Task: Regression/Classification. Given a drug SMILES string, predict its absorption, distribution, metabolism, or excretion properties. Task type varies by dataset: regression for continuous measurements (e.g., permeability, clearance, half-life) or binary classification for categorical outcomes (e.g., BBB penetration, CYP inhibition). Dataset: cyp2c9_substrate_carbonmangels. (1) The compound is C[C@H]1O[C@@H](O[C@H]2[C@@H](O)C[C@H](O[C@H]3[C@@H](O)C[C@H](O[C@H]4CC[C@]5(C)[C@H]6C[C@@H](O)[C@]7(C)[C@@H](C8=CC(=O)OC8)CC[C@]7(O)[C@@H]6CC[C@@H]5C4)O[C@@H]3C)O[C@@H]2C)C[C@H](O)[C@@H]1O. The result is 0 (non-substrate). (2) The drug is O=c1[nH]c2ccccc2n1CCCN1CCC(n2c(=O)[nH]c3cc(Cl)ccc32)CC1. The result is 0 (non-substrate). (3) The compound is CCCN1CCCC[C@H]1C(=O)Nc1c(C)cccc1C. The result is 0 (non-substrate). (4) The compound is CCc1nc(N)nc(N)c1-c1ccc(Cl)cc1. The result is 0 (non-substrate).